Task: Predict the reactants needed to synthesize the given product.. Dataset: Full USPTO retrosynthesis dataset with 1.9M reactions from patents (1976-2016) (1) Given the product [CH:15]1([C@@H:20]([C:2]2[CH:7]=[CH:6][CH:5]=[CH:4][N:3]=2)[NH:21][S:22]([C:24]([CH3:27])([CH3:26])[CH3:25])=[O:23])[CH2:16][CH2:17][CH2:18][CH2:19]1, predict the reactants needed to synthesize it. The reactants are: Br[C:2]1[CH:7]=[CH:6][CH:5]=[CH:4][N:3]=1.C([Mg]Cl)(C)C.[Li+].[Cl-].[CH:15]1(/[CH:20]=[N:21]/[S@@:22]([C:24]([CH3:27])([CH3:26])[CH3:25])=[O:23])[CH2:19][CH2:18][CH2:17][CH2:16]1. (2) Given the product [Cl:1][C:2]1[CH:7]=[CH:6][C:5]([C:8]2[N:9]([C:17]3[CH:22]=[CH:21][C:20]([S:23]([NH2:45])(=[O:25])=[O:24])=[CH:19][CH:18]=3)[CH:10]=[C:11]([C:13]([F:16])([F:15])[F:14])[N:12]=2)=[CH:4][CH:3]=1, predict the reactants needed to synthesize it. The reactants are: [Cl:1][C:2]1[CH:7]=[CH:6][C:5]([C:8]2[N:9]([C:17]3[CH:22]=[CH:21][C:20]([S:23](C)(=[O:25])=[O:24])=[CH:19][CH:18]=3)[CH:10]=[C:11]([C:13]([F:16])([F:15])[F:14])[N:12]=2)=[CH:4][CH:3]=1.C([Mg]Cl)CCC.C(B(CC)CC)C.C([O-])(=O)C.[Na+].[NH2:45]OS(O)(=O)=O. (3) Given the product [CH2:20]([O:19][C:17]([CH:16]1[CH2:22][CH2:23][N:13]([C:1](=[O:12])/[CH:2]=[CH:3]/[CH2:4][CH2:5][CH2:6][CH2:7][CH2:8][CH2:9][CH3:10])[CH2:14][CH2:15]1)=[O:18])[CH3:21], predict the reactants needed to synthesize it. The reactants are: [C:1]([OH:12])(=O)/[CH:2]=[CH:3]/[CH2:4][CH2:5][CH2:6][CH2:7][CH2:8][CH2:9][CH3:10].[NH:13]1[CH2:23][CH2:22][CH:16]([C:17]([O:19][CH2:20][CH3:21])=[O:18])[CH2:15][CH2:14]1. (4) Given the product [Cl:1][C:2]1[C:7]([Cl:8])=[CH:6][CH:5]=[CH:4][C:3]=1[N:9]1[CH2:14][CH2:13][N:12]([CH2:17][CH:16]([OH:15])[CH2:18][CH2:19][N:20]2[C:28](=[O:29])[C:27]3[C:22](=[CH:23][CH:24]=[CH:25][CH:26]=3)[C:21]2=[O:30])[CH2:11][CH2:10]1, predict the reactants needed to synthesize it. The reactants are: [Cl:1][C:2]1[C:7]([Cl:8])=[CH:6][CH:5]=[CH:4][C:3]=1[N:9]1[CH2:14][CH2:13][NH:12][CH2:11][CH2:10]1.[O:15]1[CH2:17][CH:16]1[CH2:18][CH2:19][N:20]1[C:28](=[O:29])[C:27]2[C:22](=[CH:23][CH:24]=[CH:25][CH:26]=2)[C:21]1=[O:30]. (5) Given the product [CH3:23][N:4]([CH3:3])[C:5](=[O:22])[CH2:6][CH2:7][CH2:8][C:9]1[CH:10]=[CH:11][C:12]([NH2:15])=[CH:13][CH:14]=1, predict the reactants needed to synthesize it. The reactants are: [OH-].[Na+].[CH3:3][N:4]([CH3:23])[C:5](=[O:22])[CH2:6][CH2:7][CH2:8][C:9]1[CH:14]=[CH:13][C:12]([NH:15]C(=O)C(F)(F)F)=[CH:11][CH:10]=1. (6) Given the product [C:10]([C:7]1[CH:6]=[C:5]([C:3]([OH:4])=[O:2])[O:9][N:8]=1)([CH3:13])([CH3:11])[CH3:12], predict the reactants needed to synthesize it. The reactants are: C[O:2][C:3]([C:5]1[O:9][N:8]=[C:7]([C:10]([CH3:13])([CH3:12])[CH3:11])[CH:6]=1)=[O:4].[OH-].[Na+]. (7) Given the product [CH3:1][O:2][C:3]1[CH:8]=[CH:7][CH:6]=[CH:5][C:4]=1[CH:9]1[CH2:14][CH2:13][CH2:12][CH2:11][CH:10]1[CH2:15][O:16][S:18]([CH3:17])(=[O:20])=[O:19], predict the reactants needed to synthesize it. The reactants are: [CH3:1][O:2][C:3]1[CH:8]=[CH:7][CH:6]=[CH:5][C:4]=1[CH:9]1[CH2:14][CH2:13][CH2:12][CH2:11][CH:10]1[CH2:15][OH:16].[CH3:17][S:18](Cl)(=[O:20])=[O:19].CNC1C=CC=C(NC)N=1.CCN(CC)CC. (8) Given the product [Br:9][C:6]1[CH:5]=[N:4][CH:3]=[C:2]([CH3:1])[C:7]=1[CH3:8], predict the reactants needed to synthesize it. The reactants are: [CH3:1][C:2]1[CH:3]=[N:4][CH:5]=[CH:6][C:7]=1[CH3:8].[Br:9]Br.[OH-].[Na+].